The task is: Predict the product of the given reaction.. This data is from Forward reaction prediction with 1.9M reactions from USPTO patents (1976-2016). (1) Given the reactants [C:1]([C:3]1[CH2:4][N:5](N2C(=O)C3=CC=CC=C3C2=O)[C:6]2[C:11]([C:12]=1[NH:13][C:14]1[CH:19]=[CH:18][C:17]([F:20])=[C:16]([Cl:21])[CH:15]=1)=[CH:10][CH:9]=[C:8]([O:22][CH2:23][CH3:24])[CH:7]=2)#[N:2].[OH-].[NH4+:37], predict the reaction product. The product is: [NH2:37][C:9]1[CH:10]=[C:11]2[C:6](=[CH:7][C:8]=1[O:22][CH2:23][CH3:24])[N:5]=[CH:4][C:3]([C:1]#[N:2])=[C:12]2[NH:13][C:14]1[CH:19]=[CH:18][C:17]([F:20])=[C:16]([Cl:21])[CH:15]=1. (2) Given the reactants [F:1][C:2]1[CH:15]=[CH:14][C:5]([CH2:6][C:7]2[S:11][C:10]([CH:12]=O)=[CH:9][CH:8]=2)=[CH:4][CH:3]=1.[NH3:16].CO, predict the reaction product. The product is: [F:1][C:2]1[CH:15]=[CH:14][C:5]([CH2:6][C:7]2[S:11][C:10]([CH2:12][NH2:16])=[CH:9][CH:8]=2)=[CH:4][CH:3]=1. (3) Given the reactants [NH2:1][N:2]1[N:11]=[C:10]([S:12]([C:15]2[CH:20]=[CH:19][CH:18]=[CH:17][CH:16]=2)(=[O:14])=[O:13])[C:9]2[C:4](=[CH:5][CH:6]=[CH:7][CH:8]=2)[C:3]1=[O:21].[CH3:22][C:23]1[CH:24]=[C:25]([CH2:29][C:30](O)=[O:31])[CH:26]=[CH:27][CH:28]=1, predict the reaction product. The product is: [CH3:22][C:23]1[CH:24]=[C:25]([CH2:29][C:30]([NH:1][N:2]2[N:11]=[C:10]([S:12]([C:15]3[CH:16]=[CH:17][CH:18]=[CH:19][CH:20]=3)(=[O:14])=[O:13])[C:9]3[C:4](=[CH:5][CH:6]=[CH:7][CH:8]=3)[C:3]2=[O:21])=[O:31])[CH:26]=[CH:27][CH:28]=1. (4) Given the reactants [C:1]([O:5][C:6]([NH:8][C:9]1([CH:13]([OH:17])[C:14]([OH:16])=[O:15])[CH2:12][CH2:11][CH2:10]1)=[O:7])([CH3:4])([CH3:3])[CH3:2].[C:18](OC(=O)C)(=[O:20])[CH3:19], predict the reaction product. The product is: [C:18]([O:17][CH:13]([C:9]1([NH:8][C:6]([O:5][C:1]([CH3:4])([CH3:2])[CH3:3])=[O:7])[CH2:12][CH2:11][CH2:10]1)[C:14]([OH:16])=[O:15])(=[O:20])[CH3:19]. (5) Given the reactants [BH4-].[Na+].[Cl:3][C:4]1[N:8]([CH2:9][C:10](=[O:16])[CH2:11][C:12]([CH3:15])([CH3:14])[CH3:13])[C:7]2[CH:17]=[CH:18][CH:19]=[CH:20][C:6]=2[N:5]=1.[Cl-].[NH4+], predict the reaction product. The product is: [Cl:3][C:4]1[N:8]([CH2:9][CH:10]([OH:16])[CH2:11][C:12]([CH3:14])([CH3:15])[CH3:13])[C:7]2[CH:17]=[CH:18][CH:19]=[CH:20][C:6]=2[N:5]=1. (6) Given the reactants C(N(CC)CC)C.[C:8](OC(=O)C)(=[O:10])[CH3:9].[C:15]([O:19][C:20]([N:22]1[CH:27]([C@@H:28]([OH:40])[C@@H:29]([NH2:39])[CH2:30][C:31]2[CH:36]=[C:35]([F:37])[CH:34]=[C:33]([F:38])[CH:32]=2)[CH2:26][O:25][CH:24]([O:41][CH2:42][CH3:43])[CH2:23]1)=[O:21])([CH3:18])([CH3:17])[CH3:16], predict the reaction product. The product is: [C:15]([O:19][C:20]([N:22]1[C@@H:27]([C@@H:28]([OH:40])[C@@H:29]([NH:39][C:8](=[O:10])[CH3:9])[CH2:30][C:31]2[CH:32]=[C:33]([F:38])[CH:34]=[C:35]([F:37])[CH:36]=2)[CH2:26][O:25][C@H:24]([O:41][CH2:42][CH3:43])[CH2:23]1)=[O:21])([CH3:17])([CH3:18])[CH3:16]. (7) Given the reactants [F:1][C:2]1[CH:3]=[C:4]([OH:9])[CH:5]=[C:6]([F:8])[CH:7]=1.C(N(CC)CC)C.[Cl-].[Mg+2].[Cl-].[CH2:20]=[O:21].Cl, predict the reaction product. The product is: [F:1][C:2]1[CH:7]=[C:6]([F:8])[CH:5]=[C:4]([OH:9])[C:3]=1[CH:20]=[O:21]. (8) Given the reactants [OH:1][C@H:2]1[CH2:36][N:5]2[C:6](=[O:35])[C@@H:7]([NH:26][C:27]([C:29]3[CH:33]=[C:32]([CH3:34])[O:31][N:30]=3)=[O:28])[CH2:8][CH2:9][CH2:10][CH2:11][CH2:12][CH:13]=[CH:14][CH:15]3[CH2:20][C@@:16]3([C:21]([O:23]CC)=[O:22])[NH:17][C:18](=[O:19])[C@@H:4]2[CH2:3]1.[Li+].[OH-], predict the reaction product. The product is: [OH:1][C@H:2]1[CH2:36][N:5]2[C:6](=[O:35])[C@@H:7]([NH:26][C:27]([C:29]3[CH:33]=[C:32]([CH3:34])[O:31][N:30]=3)=[O:28])[CH2:8][CH2:9][CH2:10][CH2:11][CH2:12][CH:13]=[CH:14][CH:15]3[CH2:20][C@@:16]3([C:21]([OH:23])=[O:22])[NH:17][C:18](=[O:19])[C@@H:4]2[CH2:3]1. (9) Given the reactants [CH3:1][C@H:2]1[CH2:6][CH2:5][CH2:4][NH:3]1.O.[C:8]([OH:12])(=[O:11])[CH:9]=O.[S:13]1[CH:17]=[CH:16][C:15](B(O)O)=[CH:14]1.CO, predict the reaction product. The product is: [CH3:1][C@H:2]1[CH2:6][CH2:5][CH2:4][N:3]1[C@@H:9]([C:15]1[CH:16]=[CH:17][S:13][CH:14]=1)[C:8]([OH:12])=[O:11].